This data is from Full USPTO retrosynthesis dataset with 1.9M reactions from patents (1976-2016). The task is: Predict the reactants needed to synthesize the given product. (1) Given the product [Cl:17][C:11]1[CH:12]=[C:13]([F:16])[CH:14]=[CH:15][C:10]=1[O:9][C:3]1[C:4]([CH3:8])=[N:5][N:6]([CH3:7])[C:2]=1[C:22]1[CH:21]=[CH:20][C:19]([F:18])=[CH:24][C:23]=1[F:25], predict the reactants needed to synthesize it. The reactants are: Br[C:2]1[N:6]([CH3:7])[N:5]=[C:4]([CH3:8])[C:3]=1[O:9][C:10]1[CH:15]=[CH:14][C:13]([F:16])=[CH:12][C:11]=1[Cl:17].[F:18][C:19]1[CH:24]=[C:23]([F:25])[CH:22]=[CH:21][C:20]=1B(O)O.C(=O)([O-])[O-].[K+].[K+]. (2) Given the product [F:1][C:2]1[CH:3]=[C:4]([CH2:10][C:11]([C:17]2[CH:18]=[CH:19][C:14]([O:20][CH3:21])=[CH:15][CH:16]=2)=[O:13])[CH:5]=[CH:6][C:7]=1[O:8][CH3:9], predict the reactants needed to synthesize it. The reactants are: [F:1][C:2]1[CH:3]=[C:4]([CH2:10][C:11]([OH:13])=O)[CH:5]=[CH:6][C:7]=1[O:8][CH3:9].[C:14]1([O:20][CH3:21])[CH:19]=[CH:18][CH:17]=[CH:16][CH:15]=1. (3) Given the product [Cl:1][C:2]1[CH:22]=[CH:21][C:5]([CH2:6][NH:7][C:8]([C:10]2[C:11]([OH:20])=[C:12]3[CH:18]=[C:17]([C:23]#[N:24])[S:16][C:13]3=[N:14][CH:15]=2)=[O:9])=[CH:4][CH:3]=1, predict the reactants needed to synthesize it. The reactants are: [Cl:1][C:2]1[CH:22]=[CH:21][C:5]([CH2:6][NH:7][C:8]([C:10]2[C:11]([OH:20])=[C:12]3[CH:18]=[C:17](I)[S:16][C:13]3=[N:14][CH:15]=2)=[O:9])=[CH:4][CH:3]=1.[C:23]([Cu])#[N:24].